This data is from Forward reaction prediction with 1.9M reactions from USPTO patents (1976-2016). The task is: Predict the product of the given reaction. (1) Given the reactants [CH:1]([C:3]1[CH:4]=[C:5]2[C:10](=[CH:11][CH:12]=1)[N:9]=[CH:8][C:7]([C:13]1[O:14][C:15]([CH3:18])=[CH:16][N:17]=1)=[C:6]2[O:19][CH3:20])=O.[F:21][C:22]1[CH:23]=[C:24]([CH2:28][CH2:29][NH:30][C:31]2[S:32][CH2:33][C:34](=[O:36])[N:35]=2)[CH:25]=[CH:26][CH:27]=1, predict the reaction product. The product is: [NH:9]1[CH2:10][CH2:5][CH2:6][CH2:7][CH2:8]1.[F:21][C:22]1[CH:23]=[C:24]([CH2:28][CH2:29][NH:30][C:31]2[S:32]/[C:33](=[CH:1]\[C:3]3[CH:4]=[C:5]4[C:10](=[CH:11][CH:12]=3)[N:9]=[CH:8][C:7]([C:13]3[O:14][C:15]([CH3:18])=[CH:16][N:17]=3)=[C:6]4[O:19][CH3:20])/[C:34](=[O:36])[N:35]=2)[CH:25]=[CH:26][CH:27]=1. (2) Given the reactants I[C:2]1[CH:7]=[CH:6][C:5]([C:8]2[N:9]([C:19]3[CH:20]=[N:21][C:22]([CH3:25])=[CH:23][CH:24]=3)[CH:10]=[C:11]([C:13]3[CH:18]=[CH:17][CH:16]=[CH:15][N:14]=3)[N:12]=2)=[CH:4][CH:3]=1.[NH:26]1[C:34]2[CH:33]=[CH:32][N:31]=[CH:30][C:29]=2[CH:28]=[CH:27]1.[O-]P([O-])([O-])=O.[K+].[K+].[K+].CN(C)[C@@H]1CCCC[C@H]1N, predict the reaction product. The product is: [CH3:25][C:22]1[N:21]=[CH:20][C:19]([N:9]2[CH:10]=[C:11]([C:13]3[CH:18]=[CH:17][CH:16]=[CH:15][N:14]=3)[N:12]=[C:8]2[C:5]2[CH:6]=[CH:7][C:2]([N:26]3[C:34]4[CH:33]=[CH:32][N:31]=[CH:30][C:29]=4[CH:28]=[CH:27]3)=[CH:3][CH:4]=2)=[CH:24][CH:23]=1. (3) Given the reactants [CH2:1]([O:8][C:9]1[CH:14]=[CH:13][N:12]([C:15]2[N:16]([CH3:24])[C:17]([CH3:23])=[C:18]([C:20]([OH:22])=O)[N:19]=2)[C:11](=[O:25])[CH:10]=1)[C:2]1[CH:7]=[CH:6][CH:5]=[CH:4][CH:3]=1.[CH2:26]([NH2:33])[C:27]1[CH:32]=[CH:31][CH:30]=[CH:29][CH:28]=1, predict the reaction product. The product is: [CH2:26]([NH:33][C:20]([C:18]1[N:19]=[C:15]([N:12]2[CH:13]=[CH:14][C:9]([O:8][CH2:1][C:2]3[CH:3]=[CH:4][CH:5]=[CH:6][CH:7]=3)=[CH:10][C:11]2=[O:25])[N:16]([CH3:24])[C:17]=1[CH3:23])=[O:22])[C:27]1[CH:32]=[CH:31][CH:30]=[CH:29][CH:28]=1. (4) Given the reactants [CH3:1][N:2]1[C:10]2[C:5](=[CH:6][CH:7]=[C:8]([NH2:11])[CH:9]=2)[CH:4]=[N:3]1.Br[CH2:13][C:14]1[CH:24]=[CH:23][C:22]([O:25][CH3:26])=[CH:21][C:15]=1[C:16](OCC)=[O:17].C(N(CC)C(C)C)(C)C, predict the reaction product. The product is: [CH3:26][O:25][C:22]1[CH:21]=[C:15]2[C:14]([CH2:13][N:11]([C:8]3[CH:9]=[C:10]4[C:5]([CH:4]=[N:3][N:2]4[CH3:1])=[CH:6][CH:7]=3)[C:16]2=[O:17])=[CH:24][CH:23]=1. (5) Given the reactants [N:1]1[CH:6]=[CH:5][C:4]([C:7]2[CH:15]=[C:10]3[N:11]=[CH:12][CH:13]=[CH:14][N:9]3[N:8]=2)=[CH:3][CH:2]=1.[Br:16]Br, predict the reaction product. The product is: [Br:16][C:15]1[C:7]([C:4]2[CH:5]=[CH:6][N:1]=[CH:2][CH:3]=2)=[N:8][N:9]2[CH:14]=[CH:13][CH:12]=[N:11][C:10]=12. (6) The product is: [CH3:22][O:21][CH2:20][CH2:19][O:18][C:4]1[N:3]=[C:2]([C:23]#[N:24])[CH:7]=[C:6]([C:8]2[CH:9]=[N:10][C:11]([C:14]([F:17])([F:16])[F:15])=[CH:12][CH:13]=2)[CH:5]=1. Given the reactants Cl[C:2]1[CH:7]=[C:6]([C:8]2[CH:9]=[N:10][C:11]([C:14]([F:17])([F:16])[F:15])=[CH:12][CH:13]=2)[CH:5]=[C:4]([O:18][CH2:19][CH2:20][O:21][CH3:22])[N:3]=1.[CH3:23][N:24](C)C=O, predict the reaction product. (7) Given the reactants [C:1]([N:5]1[C:9]2[CH:10]=[CH:11][CH:12]=[CH:13][C:8]=2[O:7][C:6]1=[O:14])(=[O:4])[CH2:2][CH3:3].C(N(CC)CC)C.[CH:22](=[O:26])[CH2:23][CH2:24][CH3:25], predict the reaction product. The product is: [CH3:3][C@H:2]([C@@H:22]([OH:26])[CH2:23][CH2:24][CH3:25])[C:1]([N:5]1[C:9]2[CH:10]=[CH:11][CH:12]=[CH:13][C:8]=2[O:7][C:6]1=[O:14])=[O:4]. (8) Given the reactants [N:1]1([C:23]([O:25][CH:26]2[CH:33]3[CH2:34][CH:29]4[CH2:30][CH:31]([CH2:35][CH:27]2[CH2:28]4)[CH2:32]3)=[O:24])[CH2:6][CH2:5][C:4]2([C:15]3[C:10](=[CH:11][CH:12]=[CH:13][CH:14]=3)[CH2:9][N:8](C(OC(C)(C)C)=O)[CH2:7]2)[CH2:3][CH2:2]1, predict the reaction product. The product is: [N:1]1([C:23]([O:25][CH:26]2[CH:27]3[CH2:35][CH:31]4[CH2:30][CH:29]([CH2:34][CH:33]2[CH2:32]4)[CH2:28]3)=[O:24])[CH2:6][CH2:5][C:4]2([C:15]3[C:10](=[CH:11][CH:12]=[CH:13][CH:14]=3)[CH2:9][NH:8][CH2:7]2)[CH2:3][CH2:2]1. (9) Given the reactants [F:1][C:2]1[CH:10]=[CH:9][CH:8]=[C:7]([N:11]2[N:15]=[CH:14][CH:13]=[N:12]2)[C:3]=1[C:4]([OH:6])=O.O=S(Cl)Cl.[C@H:20]12[NH:27][CH2:26][C@H:25]1[CH2:24][CH2:23][N:22]([C:28]([O:30][C:31]([CH3:34])([CH3:33])[CH3:32])=[O:29])[CH2:21]2.C([O-])([O-])=O.[Na+].[Na+], predict the reaction product. The product is: [F:1][C:2]1[CH:10]=[CH:9][CH:8]=[C:7]([N:11]2[N:15]=[CH:14][CH:13]=[N:12]2)[C:3]=1[C:4]([N:27]1[C@H:20]2[C@H:25]([CH2:24][CH2:23][N:22]([C:28]([O:30][C:31]([CH3:34])([CH3:33])[CH3:32])=[O:29])[CH2:21]2)[CH2:26]1)=[O:6]. (10) Given the reactants C([O:4][CH2:5][CH2:6][O:7][C:8]1[CH:13]=[CH:12][C:11]([NH2:14])=[CH:10][C:9]=1[O:15][CH3:16])(=O)C.[Br:17][CH:18]([CH:21]=O)[CH:19]=O.Br.C([O-])(O)=O.[Na+], predict the reaction product. The product is: [Br:17][C:18]1[CH:19]=[N:14][C:11]2[C:12]([CH:21]=1)=[CH:13][C:8]([O:7][CH2:6][CH2:5][OH:4])=[C:9]([O:15][CH3:16])[CH:10]=2.